From a dataset of Full USPTO retrosynthesis dataset with 1.9M reactions from patents (1976-2016). Predict the reactants needed to synthesize the given product. (1) Given the product [F:1][C:2]1[CH:14]=[C:13](/[CH:15]=[CH:16]\[C:17]([F:18])([F:19])[F:20])[CH:12]=[CH:11][C:3]=1[C:4]([OH:6])=[O:5], predict the reactants needed to synthesize it. The reactants are: [F:1][C:2]1[CH:14]=[C:13](/[CH:15]=[CH:16]\[C:17]([F:20])([F:19])[F:18])[CH:12]=[CH:11][C:3]=1[C:4]([O:6]C(C)(C)C)=[O:5]. (2) Given the product [CH2:33]([O:32][C:30](=[O:31])[CH2:29][N:10]1[C:2]2[CH2:3][N:4]([C:15]([O:17][C:18]([CH3:21])([CH3:20])[CH3:19])=[O:16])[CH2:5][CH2:6][C:7]=2[C:8]([C:11]([F:14])([F:13])[F:12])=[N:9]1)[CH3:34], predict the reactants needed to synthesize it. The reactants are: O[C:2]12[NH:10][N:9]=[C:8]([C:11]([F:14])([F:13])[F:12])[CH:7]1[CH2:6][CH2:5][N:4]([C:15]([O:17][C:18]([CH3:21])([CH3:20])[CH3:19])=[O:16])[CH2:3]2.C(=O)([O-])[O-].[K+].[K+].Br[CH2:29][C:30]([O:32][CH2:33][CH3:34])=[O:31]. (3) Given the product [CH:2]([C:10]1[CH:9]=[CH:8][CH:7]=[C:6]([C:11]([F:14])([F:13])[F:12])[C:5]=1[C:4]([O:16][CH:22]([CH3:24])[CH3:23])=[O:3])=[O:1], predict the reactants needed to synthesize it. The reactants are: [OH:1][C:2]1[O:3][CH:4]=[C:5]2[C:10]=1[CH:9]=[CH:8][CH:7]=[C:6]2[C:11]([F:14])([F:13])[F:12].C(=O)([O-])[O-:16].[K+].[K+].I[CH:22]([CH3:24])[CH3:23]. (4) The reactants are: O1CCCC1.[NH2:6][C:7]1[CH:12]=[CH:11][N:10]=[C:9]2[N:13]([CH2:16][O:17][CH2:18][CH2:19][Si:20]([CH3:23])([CH3:22])[CH3:21])[CH:14]=[CH:15][C:8]=12.C([Li])CCC.[CH2:29]([O:36][C:37]([NH:39][C@@H:40]1[C:49]2[C:44](=[CH:45][C:46]([C:50](Cl)=[O:51])=[CH:47][CH:48]=2)[S:43][CH2:42][CH2:41]1)=[O:38])[C:30]1[CH:35]=[CH:34][CH:33]=[CH:32][CH:31]=1. Given the product [CH2:29]([O:36][C:37]([NH:39][C@@H:40]1[C:49]2[C:44](=[CH:45][C:46]([C:50]([NH:6][C:7]3[CH:12]=[CH:11][N:10]=[C:9]4[N:13]([CH2:16][O:17][CH2:18][CH2:19][Si:20]([CH3:23])([CH3:22])[CH3:21])[CH:14]=[CH:15][C:8]=34)=[O:51])=[CH:47][CH:48]=2)[S:43][CH2:42][CH2:41]1)=[O:38])[C:30]1[CH:35]=[CH:34][CH:33]=[CH:32][CH:31]=1, predict the reactants needed to synthesize it. (5) Given the product [C:38]([OH:45])(=[O:44])/[CH:39]=[CH:40]\[C:41]([OH:43])=[O:42].[C:38]([OH:45])(=[O:44])/[CH:39]=[CH:40]\[C:41]([OH:43])=[O:42].[C:38]([OH:45])(=[O:44])/[CH:39]=[CH:40]\[C:41]([OH:43])=[O:42].[CH3:1][O:2][C:3]1[CH:8]=[CH:7][C:6]([CH:9]([N:31]2[CH2:36][CH2:35][N:34]([CH3:37])[CH2:33][CH2:32]2)[CH2:10][N:11]2[CH2:16][CH2:15][N:14]([CH2:17][CH2:18][CH2:19][CH2:20][C:21]3[C:30]4[C:25](=[CH:26][CH:27]=[CH:28][CH:29]=4)[CH:24]=[CH:23][CH:22]=3)[CH2:13][CH2:12]2)=[CH:5][CH:4]=1, predict the reactants needed to synthesize it. The reactants are: [CH3:1][O:2][C:3]1[CH:8]=[CH:7][C:6]([CH:9]([N:31]2[CH2:36][CH2:35][N:34]([CH3:37])[CH2:33][CH2:32]2)[CH2:10][N:11]2[CH2:16][CH2:15][N:14]([CH2:17][CH2:18][CH2:19][CH2:20][C:21]3[C:30]4[C:25](=[CH:26][CH:27]=[CH:28][CH:29]=4)[CH:24]=[CH:23][CH:22]=3)[CH2:13][CH2:12]2)=[CH:5][CH:4]=1.[C:38]([OH:45])(=[O:44])/[CH:39]=[CH:40]\[C:41]([OH:43])=[O:42].